This data is from Catalyst prediction with 721,799 reactions and 888 catalyst types from USPTO. The task is: Predict which catalyst facilitates the given reaction. (1) Reactant: [CH3:1][O:2]C1C=C(C2C(N3CCNCC3)=C3C=CNC3=NC=2)C=CC=1.[C:24]([O:28][C:29]([N:31]([CH:44]([CH3:46])[CH3:45])C[C@H](C1C=CC(Cl)=CC=1)C(O)=O)=[O:30])([CH3:27])(C)C.C1C=CC2N(O)N=NC=2C=1.O.CCN=C=NCCCN(C)C.CCN(C(C)C)C(C)C. Product: [O:2]=[CH:1][CH2:27][CH2:24][O:28][C:29](=[O:30])[NH:31][CH:44]([CH3:45])[CH3:46]. The catalyst class is: 2. (2) Product: [N:23]([CH:6]1[CH2:9][N:8]([C:10]([O:12][CH2:13][C:14]2[CH:19]=[CH:18][C:17]([N+:20]([O-:22])=[O:21])=[CH:16][CH:15]=2)=[O:11])[CH2:7]1)=[N+:24]=[N-:25]. Reactant: CS(O[CH:6]1[CH2:9][N:8]([C:10]([O:12][CH2:13][C:14]2[CH:19]=[CH:18][C:17]([N+:20]([O-:22])=[O:21])=[CH:16][CH:15]=2)=[O:11])[CH2:7]1)(=O)=O.[N-:23]=[N+:24]=[N-:25].[Na+]. The catalyst class is: 9. (3) Reactant: [CH:1]1([N:5]2[CH2:11][CH2:10][C:9]3[S:12][C:13]([C:15]4[CH:16]=[N:17][C:18]([O:21]C)=[N:19][CH:20]=4)=[N:14][C:8]=3[CH2:7][CH2:6]2)[CH2:4][CH2:3][CH2:2]1.B(Br)(Br)Br. Product: [CH:1]1([N:5]2[CH2:11][CH2:10][C:9]3[S:12][C:13]([C:15]4[CH:20]=[N:19][C:18](=[O:21])[NH:17][CH:16]=4)=[N:14][C:8]=3[CH2:7][CH2:6]2)[CH2:4][CH2:3][CH2:2]1. The catalyst class is: 98. (4) Reactant: [C:1]1([C:7]2[CH2:8][CH2:9][C@@H:10]([C:12]([O:14]CC3C=CC=CC=3)=[O:13])[N:11]=2)[CH:6]=[CH:5][CH:4]=[CH:3][CH:2]=1.[C:22](O[C:22]([O:24][C:25]([CH3:28])([CH3:27])[CH3:26])=[O:23])([O:24][C:25]([CH3:28])([CH3:27])[CH3:26])=[O:23].[OH-].[Na+]. Product: [C:22]([N:11]1[C@@H:7]([C:1]2[CH:2]=[CH:3][CH:4]=[CH:5][CH:6]=2)[CH2:8][CH2:9][C@H:10]1[C:12]([OH:14])=[O:13])([O:24][C:25]([CH3:28])([CH3:27])[CH3:26])=[O:23]. The catalyst class is: 19.